Dataset: Full USPTO retrosynthesis dataset with 1.9M reactions from patents (1976-2016). Task: Predict the reactants needed to synthesize the given product. (1) Given the product [CH:31]([N:14]([CH:13]([NH:47][C:46](=[O:48])[CH3:45])[C@H:11]1[C@@H:10]([C:35]2[CH:36]=[CH:37][CH:38]=[CH:39][CH:40]=2)[CH2:9][NH:8][CH2:12]1)[C:15](=[O:30])[C:16]1[CH:21]=[CH:20][C:19]([O:22][CH3:23])=[C:18]([O:24][CH2:25][CH2:26][CH2:27][O:28][CH3:29])[CH:17]=1)([CH3:32])[CH3:33], predict the reactants needed to synthesize it. The reactants are: C(OC([N:8]1[CH2:12][C@@H:11]([CH2:13][N:14]([CH:31]([CH3:33])[CH3:32])[C:15](=[O:30])[C:16]2[CH:21]=[CH:20][C:19]([O:22][CH3:23])=[C:18]([O:24][CH2:25][CH2:26][CH2:27][O:28][CH3:29])[CH:17]=2)[C@H:10](N)[CH2:9]1)=O)(C)(C)C.[C:35]1(CC(Cl)=O)[CH:40]=[CH:39][CH:38]=[CH:37][CH:36]=1.[CH3:45][C:46]#[N:47].[OH2:48].CC#N. (2) Given the product [C:1]([O:5][C:6]([N:8]1[CH2:12][CH2:11][CH2:10][C:9]1([C:13]1[CH:18]=[CH:17][CH:16]=[CH:15][C:14]=1[Cl:19])[CH3:20])=[O:7])([CH3:4])([CH3:2])[CH3:3], predict the reactants needed to synthesize it. The reactants are: [C:1]([O:5][C:6]([N:8]1[CH2:12][CH2:11][CH2:10][CH:9]1[C:13]1[CH:18]=[CH:17][CH:16]=[CH:15][C:14]=1[Cl:19])=[O:7])([CH3:4])([CH3:3])[CH3:2].[CH3:20]N(CCN(C)C)C.C([Li])(CC)C.IC. (3) The reactants are: C(OC([N:8]1[CH2:13][CH2:12][C:11]([C:15]2[CH:20]=[CH:19][CH:18]=[C:17]([Cl:21])[CH:16]=2)(O)[CH2:10][CH2:9]1)=O)(C)(C)C.[Cl-].[Al+3].[Cl-].[Cl-].[Br:26][C:27]1[CH:32]=[CH:31][CH:30]=[CH:29][CH:28]=1. Given the product [ClH:21].[Br:26][C:27]1[CH:32]=[CH:31][C:30]([C:11]2([C:15]3[CH:20]=[CH:19][CH:18]=[C:17]([Cl:21])[CH:16]=3)[CH2:10][CH2:9][NH:8][CH2:13][CH2:12]2)=[CH:29][CH:28]=1, predict the reactants needed to synthesize it. (4) Given the product [CH3:19][O:18][C:11]1[C:10]([CH:2]2[N:1]([CH2:25][C:24]3[CH:27]=[CH:28][C:21]([F:20])=[C:22]([C:29]4[CH:34]=[CH:33][CH:32]=[CH:31][N:30]=4)[CH:23]=3)[C:6](=[O:8])[CH2:5][CH2:4][CH2:3]2)=[C:15]([O:16][CH3:17])[CH:14]=[CH:13][N:12]=1, predict the reactants needed to synthesize it. The reactants are: [NH2:1][CH:2]([C:10]1[C:11]([O:18][CH3:19])=[N:12][CH:13]=[CH:14][C:15]=1[O:16][CH3:17])[CH2:3][CH2:4][CH2:5][C:6]([O:8]C)=O.[F:20][C:21]1[CH:28]=[CH:27][C:24]([CH:25]=O)=[CH:23][C:22]=1[C:29]1[CH:34]=[CH:33][CH:32]=[CH:31][N:30]=1.